Dataset: Catalyst prediction with 721,799 reactions and 888 catalyst types from USPTO. Task: Predict which catalyst facilitates the given reaction. (1) Reactant: [CH3:1][N:2](C)[C:3](Cl)=O.[CH2:7]([NH:13][C:14](=O)[CH3:15])[CH2:8][CH2:9][CH2:10]CC.[OH-].[Na+].C(=O)([O-])[O-].[Ca+2]. Product: [CH3:1][N:2]([CH3:3])[C:14](=[N:13][CH2:7][CH2:8][CH2:9][CH3:10])[CH3:15]. The catalyst class is: 93. (2) Reactant: [C:1]([O:5][C:6]([N:8]([CH2:15][C:16]1[CH:21]=[CH:20][C:19]([O:22][CH3:23])=[C:18]([O:24][CH3:25])[CH:17]=1)[CH2:9][C:10]([O:12]CC)=[O:11])=[O:7])([CH3:4])([CH3:3])[CH3:2].[OH-].[Li+].Cl. Product: [C:1]([O:5][C:6]([N:8]([CH2:15][C:16]1[CH:21]=[CH:20][C:19]([O:22][CH3:23])=[C:18]([O:24][CH3:25])[CH:17]=1)[CH2:9][C:10]([OH:12])=[O:11])=[O:7])([CH3:4])([CH3:3])[CH3:2]. The catalyst class is: 49. (3) Reactant: [C:1]1([S:11]([N:14]2[C:22]3[C:17](=[CH:18][CH:19]=[C:20]([NH2:23])[CH:21]=3)[CH:16]=[N:15]2)(=[O:13])=[O:12])[C:10]2[C:5](=[CH:6][CH:7]=[CH:8][CH:9]=2)[CH:4]=[CH:3][CH:2]=1.[C:24]([N:31]1[CH2:36][CH2:35][CH:34](C=O)[CH2:33][CH2:32]1)([O:26][C:27]([CH3:30])([CH3:29])[CH3:28])=[O:25].[C:39](O[BH-](OC(=O)C)OC(=O)C)(=O)C.[Na+].C(O)(=O)C. Product: [C:27]([O:26][C:24]([N:31]1[CH2:32][CH2:33][CH2:34][CH2:35][CH:36]1[CH2:39][NH:23][C:20]1[CH:21]=[C:22]2[C:17]([CH:16]=[N:15][N:14]2[S:11]([C:1]2[C:10]3[C:5](=[CH:6][CH:7]=[CH:8][CH:9]=3)[CH:4]=[CH:3][CH:2]=2)(=[O:13])=[O:12])=[CH:18][CH:19]=1)=[O:25])([CH3:28])([CH3:29])[CH3:30]. The catalyst class is: 26.